Dataset: Forward reaction prediction with 1.9M reactions from USPTO patents (1976-2016). Task: Predict the product of the given reaction. (1) Given the reactants [F:1][C:2]1[CH:16]=[CH:15][C:5]2[C:6]([CH:9]3[CH2:14][CH2:13][NH:12][CH2:11][CH2:10]3)=[N:7][O:8][C:4]=2[CH:3]=1.Cl[CH2:18][CH2:19][C:20]1[C:25](=[O:26])[N:24]2[CH2:27][CH2:28][CH2:29][C:30](=[O:31])[C:23]2=[N:22][C:21]=1[CH3:32].C(N(C(C)C)CC)(C)C, predict the reaction product. The product is: [F:1][C:2]1[CH:16]=[CH:15][C:5]2[C:6]([CH:9]3[CH2:10][CH2:11][N:12]([CH2:18][CH2:19][C:20]4[C:25](=[O:26])[N:24]5[CH2:27][CH2:28][CH2:29][C:30](=[O:31])[C:23]5=[N:22][C:21]=4[CH3:32])[CH2:13][CH2:14]3)=[N:7][O:8][C:4]=2[CH:3]=1. (2) Given the reactants [NH:1]1[C:9]2[C:4](=[CH:5][CH:6]=[CH:7][CH:8]=2)[C:3]([C:10]([OH:12])=O)=[CH:2]1.C(Cl)(=O)C([Cl:16])=O, predict the reaction product. The product is: [NH:1]1[C:9]2[C:4](=[CH:5][CH:6]=[CH:7][CH:8]=2)[C:3]([C:10]([Cl:16])=[O:12])=[CH:2]1. (3) Given the reactants [CH:1](/B(O)O)=[CH:2]\[C:3]1[CH:8]=[CH:7][CH:6]=[CH:5][CH:4]=1.Cl[C:13]1[CH:14]=[CH:15][C:16]2[C:22]3[C:23]([CH3:26])=[N:24][O:25][C:21]=3[C@H:20]([CH2:27][C:28]([O:30][C:31]([CH3:34])([CH3:33])[CH3:32])=[O:29])[NH:19][C:18](=[O:35])[C:17]=2[CH:36]=1.P(C(C)(C)C)(C(C)(C)C)C(C)(C)C.[H+].[B-](F)(F)(F)F.[O-]P([O-])([O-])=O.[K+].[K+].[K+], predict the reaction product. The product is: [CH3:26][C:23]1[C:22]2[C:16]3[CH:15]=[CH:14][C:13](/[CH:1]=[CH:2]/[C:3]4[CH:8]=[CH:7][CH:6]=[CH:5][CH:4]=4)=[CH:36][C:17]=3[C:18](=[O:35])[NH:19][C@@H:20]([CH2:27][C:28]([O:30][C:31]([CH3:34])([CH3:33])[CH3:32])=[O:29])[C:21]=2[O:25][N:24]=1.